This data is from NCI-60 drug combinations with 297,098 pairs across 59 cell lines. The task is: Regression. Given two drug SMILES strings and cell line genomic features, predict the synergy score measuring deviation from expected non-interaction effect. Drug 1: CCCS(=O)(=O)NC1=C(C(=C(C=C1)F)C(=O)C2=CNC3=C2C=C(C=N3)C4=CC=C(C=C4)Cl)F. Drug 2: COC1=NC(=NC2=C1N=CN2C3C(C(C(O3)CO)O)O)N. Cell line: HL-60(TB). Synergy scores: CSS=8.30, Synergy_ZIP=-6.75, Synergy_Bliss=-18.0, Synergy_Loewe=-29.9, Synergy_HSA=-25.5.